The task is: Predict the reactants needed to synthesize the given product.. This data is from Full USPTO retrosynthesis dataset with 1.9M reactions from patents (1976-2016). (1) The reactants are: [NH2:1][C:2]1[C:3]([Br:8])=[N:4][CH:5]=[CH:6][CH:7]=1.CN(C=O)C.[H-].[Na+].Br[CH2:17][CH2:18][CH2:19][CH:20]=[CH2:21]. Given the product [Br:8][C:3]1[C:2]([NH:1][CH2:21][CH2:20][CH2:19][CH:18]=[CH2:17])=[CH:7][CH:6]=[CH:5][N:4]=1, predict the reactants needed to synthesize it. (2) Given the product [Br:1][C:2]1[CH:7]=[CH:6][C:5]([CH3:8])=[CH:4][C:3]=1[S:9]([CH2:10][C:11]#[CH:12])=[O:15], predict the reactants needed to synthesize it. The reactants are: [Br:1][C:2]1[CH:7]=[CH:6][C:5]([CH3:8])=[CH:4][C:3]=1[S:9][CH2:10][C:11]#[CH:12].CC(C)=[O:15].OOS([O-])=O.[K+].O. (3) Given the product [CH3:19][C:2]1[N:3]=[C:4]([N:13]2[CH2:18][CH2:17][O:16][CH2:15][CH2:14]2)[C:5]2[S:10][C:9]([CH2:11][O:12][S:27]([CH3:26])(=[O:29])=[O:28])=[CH:8][C:6]=2[N:7]=1, predict the reactants needed to synthesize it. The reactants are: Cl[C:2]1[N:3]=[C:4]([N:13]2[CH2:18][CH2:17][O:16][CH2:15][CH2:14]2)[C:5]2[S:10][C:9]([CH2:11][OH:12])=[CH:8][C:6]=2[N:7]=1.[CH2:19](N(CC)CC)C.[CH3:26][S:27](Cl)(=[O:29])=[O:28]. (4) Given the product [C:23]([O:22][C:20]([N:17]1[CH2:18][CH2:19][C:14]2([O:12][C:4]3=[N:8][C:7]([N+:9]([O-:11])=[O:10])=[CH:6][N:5]3[CH2:13]2)[CH2:15][CH2:16]1)=[O:21])([CH3:26])([CH3:24])[CH3:25], predict the reactants needed to synthesize it. The reactants are: [N+]([C:4]1[NH:5][CH:6]=[C:7]([N+:9]([O-:11])=[O:10])[N:8]=1)([O-])=O.[O:12]1[C:14]2([CH2:19][CH2:18][N:17]([C:20]([O:22][C:23]([CH3:26])([CH3:25])[CH3:24])=[O:21])[CH2:16][CH2:15]2)[CH2:13]1.C([O-])(=O)C.[Na+]. (5) Given the product [F:1][C:2]([F:19])([F:18])[C:3]1[CH:4]=[C:5]([C:9]2[CH:10]=[C:11]([C:12]([F:15])([F:14])[F:13])[N:22]3[N:23]=[CH:24][C:25]([C:26]4[CH:31]=[C:30]([CH3:32])[N:29]=[C:28]([CH3:33])[CH:27]=4)=[C:21]3[N:20]=2)[CH:6]=[CH:7][CH:8]=1, predict the reactants needed to synthesize it. The reactants are: [F:1][C:2]([F:19])([F:18])[C:3]1[CH:4]=[C:5]([C:9](=O)[CH2:10][C:11](=O)[C:12]([F:15])([F:14])[F:13])[CH:6]=[CH:7][CH:8]=1.[NH2:20][C:21]1[C:25]([C:26]2[CH:31]=[C:30]([CH3:32])[N:29]=[C:28]([CH3:33])[CH:27]=2)=[CH:24][NH:23][N:22]=1.